Task: Predict the product of the given reaction.. Dataset: Forward reaction prediction with 1.9M reactions from USPTO patents (1976-2016) (1) Given the reactants [CH:1]1[N:9]([C@H:10]2[CH:14]=[CH:13][C@@H:12]([CH2:15][OH:16])[CH2:11]2)[C:8]2[N:7]=[C:6]([NH2:17])[N:5]=[C:4]([NH:18][CH:19]3[CH2:21][CH2:20]3)[C:3]=2[N:2]=1.[C:22]([OH:34])(=[O:33])/[CH:23]=[CH:24]/[C:25]1[CH:32]=[CH:31][C:29]([OH:30])=[C:27]([OH:28])[CH:26]=1, predict the reaction product. The product is: [CH:1]1[N:9]([C@H:10]2[CH:14]=[CH:13][C@@H:12]([CH2:15][OH:16])[CH2:11]2)[C:8]2[N:7]=[C:6]([NH2:17])[N:5]=[C:4]([NH:18][CH:19]3[CH2:20][CH2:21]3)[C:3]=2[N:2]=1.[C:22]([O-:34])(=[O:33])/[CH:23]=[CH:24]/[C:25]1[CH:32]=[CH:31][C:29]([OH:30])=[C:27]([OH:28])[CH:26]=1. (2) Given the reactants [C:1]([O:4][C@@H:5]1[C@@H:10]([O:11][C:12](=[O:14])[CH3:13])[C@H:9]([O:15][C:16](=[O:18])[CH3:17])[C@@H:8]([O:19][CH3:20])[O:7][C@H:6]1[C:21]1[CH:26]=[CH:25][C:24]([Cl:27])=[C:23]([CH2:28][C:29]2[CH:34]=[CH:33][C:32]([C:35]#[C:36][Si](C)(C)C)=[CH:31][CH:30]=2)[CH:22]=1)(=[O:3])[CH3:2].[OH2:41], predict the reaction product. The product is: [C:1]([O:4][C@@H:5]1[C@@H:10]([O:11][C:12](=[O:14])[CH3:13])[C@H:9]([O:15][C:16](=[O:18])[CH3:17])[C@@H:8]([O:19][CH3:20])[O:7][C@H:6]1[C:21]1[CH:26]=[CH:25][C:24]([Cl:27])=[C:23]([CH2:28][C:29]2[CH:34]=[CH:33][C:32]([C:35](=[O:41])[CH3:36])=[CH:31][CH:30]=2)[CH:22]=1)(=[O:3])[CH3:2]. (3) Given the reactants C([O:3][C:4](=[O:37])[CH2:5][O:6][C:7]1[C:16]([N:17]2[CH2:23][CH2:22][CH2:21][N:20]([CH2:24][C:25]3[CH:29]=[CH:28][N:27]([C:30]4[CH:35]=[CH:34][CH:33]=[CH:32][CH:31]=4)[N:26]=3)[CH2:19][CH2:18]2)=[C:15]2[C:10]([CH:11]=[CH:12][CH:13]=[N:14]2)=[CH:9][C:8]=1[CH3:36])C.[OH-].[Na+].Cl, predict the reaction product. The product is: [CH3:36][C:8]1[CH:9]=[C:10]2[C:15](=[C:16]([N:17]3[CH2:23][CH2:22][CH2:21][N:20]([CH2:24][C:25]4[CH:29]=[CH:28][N:27]([C:30]5[CH:35]=[CH:34][CH:33]=[CH:32][CH:31]=5)[N:26]=4)[CH2:19][CH2:18]3)[C:7]=1[O:6][CH2:5][C:4]([OH:37])=[O:3])[N:14]=[CH:13][CH:12]=[CH:11]2. (4) Given the reactants [CH2:1]=[CH:2][C:3]1[CH:8]=[CH:7][CH:6]=[CH:5][CH:4]=1.C([O:12][C:13]1[CH:20]=[CH:19][C:16]([CH:17]=[CH2:18])=[CH:15][CH:14]=1)(=O)C.[CH:21]([C:23]1[CH:28]=[CH:27][CH:26]=[CH:25][C:24]=1[CH:29]=[CH2:30])=[CH2:22].[C:31](#[N:35])[C:32]([CH3:34])=[CH2:33].C(C(CCCC)CO)C.C(OOC(=O)C1C=CC=CC=1)(=O)C1C=CC=CC=1, predict the reaction product. The product is: [CH:21]([C:23]1[CH:28]=[CH:27][CH:26]=[CH:25][C:24]=1[CH:29]=[CH2:30])=[CH2:22].[CH2:1]=[CH:2][C:3]1[CH:8]=[CH:7][CH:6]=[CH:5][CH:4]=1.[OH:12][C:13]1[CH:14]=[CH:15][C:16]([CH:17]=[CH:18][CH2:34][C:32](=[CH2:33])[C:31]#[N:35])=[CH:19][CH:20]=1. (5) Given the reactants Cl[C:2]1[N:9]=[C:8]([CH3:10])[CH:7]=[CH:6][C:3]=1[C:4]#[N:5].[CH:11](C1C=CC(C#N)=CN=1)=[CH2:12], predict the reaction product. The product is: [CH3:10][C:8]1[CH:7]=[CH:6][C:3]([C:4]#[N:5])=[C:2]([CH:11]=[CH2:12])[N:9]=1. (6) Given the reactants C([O-])=O.[NH4+].Br[C:6]1[CH:11]=[CH:10][C:9]([N:12]2[CH:16]=[C:15]([NH:17][C:18]([NH2:20])=[O:19])[C:14]([C:21]([NH2:23])=[O:22])=[N:13]2)=[CH:8][C:7]=1[C:24]([F:27])([F:26])[F:25], predict the reaction product. The product is: [F:27][C:24]([F:25])([F:26])[C:7]1[CH:8]=[C:9]([N:12]2[CH:16]=[C:15]([NH:17][C:18]([NH2:20])=[O:19])[C:14]([C:21]([NH2:23])=[O:22])=[N:13]2)[CH:10]=[CH:11][CH:6]=1.